Dataset: M1 muscarinic receptor antagonist screen with 61,756 compounds. Task: Binary Classification. Given a drug SMILES string, predict its activity (active/inactive) in a high-throughput screening assay against a specified biological target. (1) The compound is s1nc(c(N)c1C(=O)N(C(C(=O)NC1CCCC1)CC)c1cc2OCCOc2cc1)C(=O)N. The result is 0 (inactive). (2) The compound is s1c2CCCCc2cc1C(=O)Nn1cnnc1. The result is 0 (inactive). (3) The drug is O1CCN(CCN2C(C(=C(O)C2=O)C(=O)C)c2ccccc2)CC1. The result is 0 (inactive). (4) The molecule is O(c1cc2c(n(c3nc4c(nc23)cccc4)CC(OC)=O)cc1)C. The result is 0 (inactive). (5) The molecule is O(C1(NC(=O)c2ccccc2)C(=CC(=O)C=C1C)C)CC. The result is 0 (inactive). (6) The drug is O=c1n2c(nc3n(CCCC)\c(=N\C(=O)C)c(cc13)C#N)c(ccc2)C. The result is 0 (inactive).